Dataset: CYP3A4 inhibition data for predicting drug metabolism from PubChem BioAssay. Task: Regression/Classification. Given a drug SMILES string, predict its absorption, distribution, metabolism, or excretion properties. Task type varies by dataset: regression for continuous measurements (e.g., permeability, clearance, half-life) or binary classification for categorical outcomes (e.g., BBB penetration, CYP inhibition). Dataset: cyp3a4_veith. (1) The molecule is COc1cccc(-c2nccc(NCCc3c[nH]c4ccc(OC)cc34)n2)c1. The result is 1 (inhibitor). (2) The compound is CCOC(=O)c1cc2sc(C)cc2n1CCCN1C(=O)c2ccccc2C1=O. The result is 1 (inhibitor). (3) The compound is O=C(O)CN(CCN(CC(=O)O)CC(=O)O)CC(=O)O.[Mn]. The result is 0 (non-inhibitor). (4) The drug is CC(C)CCC[C@@H](C)[C@@H]1CC[C@@H]2[C@H]3CC[C@H]4C[C@@H](N)CC[C@@]4(C)[C@@H]3CC[C@@]12C. The result is 0 (non-inhibitor). (5) The compound is Cc1cc(C)cc(-n2nnnc2SCC(=O)Nc2nc(-c3ccc(F)cc3)cs2)c1. The result is 1 (inhibitor). (6) The drug is Cc1cc(=O)[nH]c(-n2[nH]c3c(c2=O)CCCC3)n1. The result is 0 (non-inhibitor). (7) The molecule is COc1ccc(CN(C(=O)c2cccs2)C(C(=O)NC2CCCCC2)c2ccc3ncccc3c2)cc1. The result is 1 (inhibitor). (8) The drug is COc1ccc(CNc2ncnc3ccc(-c4cccc(C#N)c4)cc23)c(OC)c1. The result is 1 (inhibitor).